This data is from Reaction yield outcomes from USPTO patents with 853,638 reactions. The task is: Predict the reaction yield, written as a fraction of the theoretical maximum amount of product (1.0 means a 100% yield; for example, 0.34 means a 34% yield). (1) The reactants are [N+:1]([C:4]1[CH:12]=[CH:11][CH:10]=[C:9]2[C:5]=1[CH:6]=[N:7][NH:8]2)([O-])=O.[H][H]. The catalyst is [Pd].C(O)C. The product is [NH:8]1[C:9]2[C:5](=[C:4]([NH2:1])[CH:12]=[CH:11][CH:10]=2)[CH:6]=[N:7]1. The yield is 1.00. (2) The reactants are C[O:2][P:3]([CH:6]1[CH2:11][CH2:10][CH2:9][CH2:8][CH2:7]1)[O:4][CH3:5].[C:12]([C:16]1[CH:17]=[C:18]([CH:21]=[C:22]([C:25]([CH3:28])([CH3:27])[CH3:26])[C:23]=1[OH:24])[CH2:19]Cl)([CH3:15])([CH3:14])[CH3:13]. The catalyst is C1(C)C=CC=CC=1. The product is [CH3:5][O:4][P:3]([CH2:19][C:18]1[CH:17]=[C:16]([C:12]([CH3:13])([CH3:15])[CH3:14])[C:23]([OH:24])=[C:22]([C:25]([CH3:28])([CH3:27])[CH3:26])[CH:21]=1)([CH:6]1[CH2:11][CH2:10][CH2:9][CH2:8][CH2:7]1)=[O:2]. The yield is 0.510.